Predict the reaction yield, written as a fraction of the theoretical maximum amount of product (1.0 means a 100% yield; for example, 0.34 means a 34% yield). From a dataset of Reaction yield outcomes from USPTO patents with 853,638 reactions. (1) The reactants are Br[C:2]1[CH:3]=[C:4]([CH:8]=[CH:9][C:10]=1[OH:11])[C:5]([OH:7])=[O:6].[C:12]1(B(O)O)[CH:17]=[CH:16][CH:15]=[CH:14][CH:13]=1.C(=O)([O-])[O-].[Cs+].[Cs+].Cl. The catalyst is CN(C=O)C.C([O-])(=O)C.[Pd+2].C([O-])(=O)C.O. The product is [C:12]1([C:2]2[CH:3]=[C:4]([CH:8]=[CH:9][C:10]=2[OH:11])[C:5]([OH:7])=[O:6])[CH:17]=[CH:16][CH:15]=[CH:14][CH:13]=1. The yield is 0.670. (2) The reactants are [C:1]([OH:13])(=[O:12])[CH2:2][C:3]([CH2:8][C:9]([OH:11])=[O:10])([C:5]([OH:7])=[O:6])[OH:4].O1[B:19]([C@@H:20]([NH:25][C:26](=[O:44])[C@@H:27]([NH:35][C:36]([C:38]2[CH:43]=[N:42][CH:41]=[CH:40][N:39]=2)=[O:37])[CH2:28][C:29]2[CH:34]=[CH:33][CH:32]=[CH:31][CH:30]=2)[CH2:21][CH:22]([CH3:24])[CH3:23])O[B:19]([C@@H:20]([NH:25][C:26](=[O:44])[C@@H:27]([NH:35][C:36]([C:38]2[CH:43]=[N:42][CH:41]=[CH:40][N:39]=2)=[O:37])[CH2:28][C:29]2[CH:34]=[CH:33][CH:32]=[CH:31][CH:30]=2)[CH2:21][CH:22]([CH3:24])[CH3:23])O[B:19]1[C@@H:20]([NH:25][C:26](=[O:44])[C@@H:27]([NH:35][C:36]([C:38]1[CH:43]=[N:42][CH:41]=[CH:40][N:39]=1)=[O:37])[CH2:28][C:29]1[CH:34]=[CH:33][CH:32]=[CH:31][CH:30]=1)[CH2:21][CH:22]([CH3:24])[CH3:23]. The catalyst is CCOC(C)=O. The product is [CH3:23][CH:22]([CH3:24])[CH2:21][C@@H:20]([B:19]1[O:4][C:3]([CH2:2][C:1]([OH:13])=[O:12])([CH2:8][C:9]([OH:11])=[O:10])[C:5](=[O:7])[O:6]1)[NH:25][C:26](=[O:44])[C@@H:27]([NH:35][C:36]([C:38]1[CH:43]=[N:42][CH:41]=[CH:40][N:39]=1)=[O:37])[CH2:28][C:29]1[CH:34]=[CH:33][CH:32]=[CH:31][CH:30]=1. The yield is 0.990. (3) The yield is 0.490. The product is [N:8]1[N:5]2[CH:6]=[CH:7][C:2]([C:19]3[CH:20]=[CH:21][C:16]([C:14]([O:13][CH2:11][CH3:12])=[O:15])=[CH:17][CH:18]=3)=[N:3][C:4]2=[CH:10][CH:9]=1. The reactants are Br[C:2]1[CH:7]=[CH:6][N:5]2[N:8]=[CH:9][CH:10]=[C:4]2[N:3]=1.[CH2:11]([O:13][C:14]([C:16]1[CH:21]=[CH:20][C:19](B(O)O)=[CH:18][CH:17]=1)=[O:15])[CH3:12].[O-]P([O-])([O-])=O.[K+].[K+].[K+]. The catalyst is O1CCOCC1.O.CCOC(C)=O.C1C=CC([P]([Pd]([P](C2C=CC=CC=2)(C2C=CC=CC=2)C2C=CC=CC=2)([P](C2C=CC=CC=2)(C2C=CC=CC=2)C2C=CC=CC=2)[P](C2C=CC=CC=2)(C2C=CC=CC=2)C2C=CC=CC=2)(C2C=CC=CC=2)C2C=CC=CC=2)=CC=1.